This data is from Full USPTO retrosynthesis dataset with 1.9M reactions from patents (1976-2016). The task is: Predict the reactants needed to synthesize the given product. (1) Given the product [NH:14]1[CH2:17][CH:16]([O:18][C:19]2[C:27]3[NH:26][C:25](=[O:28])[N:24]([CH2:29][C:30]4[CH:31]=[CH:32][CH:33]=[CH:34][CH:35]=4)[C:23]=3[CH:22]=[CH:21][CH:20]=2)[CH2:15]1, predict the reactants needed to synthesize it. The reactants are: C([N:14]1[CH2:17][CH:16]([O:18][C:19]2[C:27]3[NH:26][C:25](=[O:28])[N:24]([CH2:29][C:30]4[CH:35]=[CH:34][CH:33]=[CH:32][CH:31]=4)[C:23]=3[CH:22]=[CH:21][CH:20]=2)[CH2:15]1)(C1C=CC=CC=1)C1C=CC=CC=1.ClC(OC(Cl)C)=O. (2) Given the product [CH:30]1([C:33]([N:1]2[CH2:2][CH2:3][CH:4]([NH:7][C:8]([C:10]3[C:14]4[N:15]=[CH:16][N:17]=[C:18]([C:19]5[CH:24]=[CH:23][CH:22]=[CH:21][C:20]=5[O:25][CH2:26][CH:27]5[CH2:28][CH2:29]5)[C:13]=4[NH:12][CH:11]=3)=[O:9])[CH2:5][CH2:6]2)=[O:34])[CH2:32][CH2:31]1, predict the reactants needed to synthesize it. The reactants are: [NH:1]1[CH2:6][CH2:5][CH:4]([NH:7][C:8]([C:10]2[C:14]3[N:15]=[CH:16][N:17]=[C:18]([C:19]4[CH:24]=[CH:23][CH:22]=[CH:21][C:20]=4[O:25][CH2:26][CH:27]4[CH2:29][CH2:28]4)[C:13]=3[NH:12][CH:11]=2)=[O:9])[CH2:3][CH2:2]1.[CH:30]1([C:33](Cl)=[O:34])[CH2:32][CH2:31]1. (3) The reactants are: [CH3:1][S:2][C:3]1[N:12]=[CH:11][C:10]2[C:5](=[CH:6][CH:7]=[C:8]([OH:13])[CH:9]=2)[N:4]=1.C([O-])([O-])=O.[Cs+].[Cs+].Cl[C:21]1[CH:26]=[CH:25][N:24]=[C:23]([C:27]([NH:29][CH3:30])=[O:28])[CH:22]=1. Given the product [CH3:30][NH:29][C:27](=[O:28])[C:23]1[CH:22]=[C:21]([O:13][C:8]2[CH:9]=[C:10]3[C:5](=[CH:6][CH:7]=2)[N:4]=[C:3]([S:2][CH3:1])[N:12]=[CH:11]3)[CH:26]=[CH:25][N:24]=1, predict the reactants needed to synthesize it. (4) Given the product [CH3:12][O:13][CH:10]([CH:8]([OH:9])[CH:6]([O:5][CH3:4])[CH3:7])[CH3:11], predict the reactants needed to synthesize it. The reactants are: CO[Na].[CH3:4][O:5][CH:6]([CH:8]1[CH:10]([CH3:11])[O:9]1)[CH3:7].[CH3:12][OH:13].OS(O)(=O)=O. (5) Given the product [OH:14][CH2:13]/[CH:12]=[CH:11]/[C:9]1[CH:8]=[CH:7][C:6]2[C:2](=[O:1])[O:3][CH2:4][C:5]=2[CH:10]=1, predict the reactants needed to synthesize it. The reactants are: [O:1]=[C:2]1[C:6]2[CH:7]=[CH:8][C:9](/[CH:11]=[CH:12]/[CH:13]=[O:14])=[CH:10][C:5]=2[CH2:4][O:3]1.[BH4-].[Na+].